From a dataset of Reaction yield outcomes from USPTO patents with 853,638 reactions. Predict the reaction yield, written as a fraction of the theoretical maximum amount of product (1.0 means a 100% yield; for example, 0.34 means a 34% yield). (1) The reactants are [CH2:1]([O:4][C:5]([N:7]([CH2:17][C:18]1([CH2:31][OH:32])[CH2:23][CH2:22][N:21]([C:24]([O:26][C:27]([CH3:30])([CH3:29])[CH3:28])=[O:25])[CH2:20][CH2:19]1)[C@@H:8]1[CH2:10][C@H:9]1[C:11]1[CH:16]=[CH:15][CH:14]=[CH:13][CH:12]=1)=[O:6])[CH:2]=[CH2:3].[F:33][C:34]1[CH:35]=[CH:36][C:37](O)=[N:38][CH:39]=1.C1(P(C2C=CC=CC=2)C2C=CC=CC=2)C=CC=CC=1.N(C(OC(C)C)=O)=NC(OC(C)C)=O. The catalyst is C1(C)C=CC=CC=1. The product is [CH2:1]([O:4][C:5]([N:7]([CH2:17][C:18]1([CH2:31][O:32][C:37]2[CH:36]=[CH:35][C:34]([F:33])=[CH:39][N:38]=2)[CH2:19][CH2:20][N:21]([C:24]([O:26][C:27]([CH3:28])([CH3:30])[CH3:29])=[O:25])[CH2:22][CH2:23]1)[C@@H:8]1[CH2:10][C@H:9]1[C:11]1[CH:16]=[CH:15][CH:14]=[CH:13][CH:12]=1)=[O:6])[CH:2]=[CH2:3]. The yield is 0.990. (2) The reactants are [CH2:1]([O:8][C:9]1[CH:18]=[CH:17][CH:16]=[CH:15][C:10]=1[O:11][CH2:12][CH2:13][OH:14])[C:2]1[CH:7]=[CH:6][CH:5]=[CH:4][CH:3]=1.C(N(CC)CC)C.[CH3:26][S:27](Cl)(=[O:29])=[O:28].[Cl-].[NH4+]. The catalyst is C(Cl)(Cl)Cl. The product is [CH3:26][S:27]([O:14][CH2:13][CH2:12][O:11][C:10]1[CH:15]=[CH:16][CH:17]=[CH:18][C:9]=1[O:8][CH2:1][C:2]1[CH:3]=[CH:4][CH:5]=[CH:6][CH:7]=1)(=[O:29])=[O:28]. The yield is 0.930. (3) The yield is 0.850. The reactants are Cl[CH2:2][CH2:3][O:4][C:5]1[CH:10]=[CH:9][C:8]([NH:11][C:12](=[O:17])[CH2:13][CH2:14][CH2:15][CH3:16])=[CH:7][C:6]=1[C:18]1[N:19]([CH3:23])[N:20]=[CH:21][CH:22]=1.[OH:24][CH:25]1[CH2:30][CH2:29][NH:28][CH2:27][CH2:26]1.C(=O)([O-])[O-].[K+].[K+]. The product is [OH:24][CH:25]1[CH2:30][CH2:29][N:28]([CH2:2][CH2:3][O:4][C:5]2[CH:10]=[CH:9][C:8]([NH:11][C:12](=[O:17])[CH2:13][CH2:14][CH2:15][CH3:16])=[CH:7][C:6]=2[C:18]2[N:19]([CH3:23])[N:20]=[CH:21][CH:22]=2)[CH2:27][CH2:26]1. The catalyst is [I-].C([N+](CCCC)(CCCC)CCCC)CCC.CN(C=O)C. (4) The reactants are [CH3:1][N:2]1[CH:6]=[CH:5][C:4]([NH:7][C:8]([C:10]2[CH:20]=[C:19]([OH:21])[C:13]3[CH2:14][C:15]([CH3:18])([CH3:17])[O:16][C:12]=3[CH:11]=2)=[O:9])=[N:3]1.Cl[CH2:23][C:24]1[N:29]=[C:28]([C:30]2[CH:35]=[N:34][CH:33]=[CH:32][N:31]=2)[N:27]=[C:26]([OH:36])[CH:25]=1.C([O-])([O-])=O.[Cs+].[Cs+]. The catalyst is CN(C=O)C. The product is [CH3:1][N:2]1[CH:6]=[CH:5][C:4]([NH:7][C:8]([C:10]2[CH:20]=[C:19]([O:21][CH2:23][C:24]3[CH:25]=[C:26]([OH:36])[N:27]=[C:28]([C:30]4[CH:35]=[N:34][CH:33]=[CH:32][N:31]=4)[N:29]=3)[C:13]3[CH2:14][C:15]([CH3:18])([CH3:17])[O:16][C:12]=3[CH:11]=2)=[O:9])=[N:3]1. The yield is 0.100. (5) The reactants are [C:1]([C:5]1[CH:10]=[CH:9][C:8]([C:11](=O)[CH2:12][Cl:13])=[CH:7][CH:6]=1)([CH3:4])([CH3:3])[CH3:2].C([SiH](CC)CC)C.C(O)(C(F)(F)F)=O. No catalyst specified. The product is [C:1]([C:5]1[CH:6]=[CH:7][C:8]([CH2:11][CH2:12][Cl:13])=[CH:9][CH:10]=1)([CH3:4])([CH3:2])[CH3:3]. The yield is 0.710. (6) The reactants are [O:1]1[CH2:6][CH2:5][N:4]([C:7]2[CH:15]=[C:14]3[C:10]([C:11](=[O:25])[C:12](=[O:24])[N:13]3[CH2:16][C:17]([O:19]C(C)(C)C)=[O:18])=[CH:9][CH:8]=2)[CH2:3][CH2:2]1.C(O)(C(F)(F)F)=O. The catalyst is C(Cl)Cl. The product is [O:1]1[CH2:6][CH2:5][N:4]([C:7]2[CH:15]=[C:14]3[C:10]([C:11](=[O:25])[C:12](=[O:24])[N:13]3[CH2:16][C:17]([OH:19])=[O:18])=[CH:9][CH:8]=2)[CH2:3][CH2:2]1. The yield is 0.980. (7) The reactants are [OH:1][C@H:2]1[C@@H:5]([C:6]2[CH:11]=[CH:10][CH:9]=[CH:8][CH:7]=2)[NH:4][C:3]1=[O:12].[CH:13]([O:15][CH2:16][CH3:17])=[CH2:14].CS(O)(=O)=O. The catalyst is C1COCC1.C(=O)(O)[O-].[Na+]. The product is [CH2:13]([O:15][CH:16]([O:1][C@H:2]1[C@@H:5]([C:6]2[CH:11]=[CH:10][CH:9]=[CH:8][CH:7]=2)[NH:4][C:3]1=[O:12])[CH3:17])[CH3:14]. The yield is 0.990. (8) The reactants are [CH3:1][O:2][C:3]([C:5]1[S:9][C:8]2[CH:10]=[C:11]([Cl:14])[CH:12]=[CH:13][C:7]=2[C:6]=1[OH:15])=[O:4].C(=O)([O-])[O-].[K+].[K+].Cl[CH2:23][CH2:24][CH2:25][C:26]#[N:27].[I-].[K+]. The catalyst is CN(C=O)C.C(OCC)(=O)C. The product is [CH3:1][O:2][C:3]([C:5]1[S:9][C:8]2[CH:10]=[C:11]([Cl:14])[CH:12]=[CH:13][C:7]=2[C:6]=1[O:15][CH2:23][CH2:24][CH2:25][C:26]#[N:27])=[O:4]. The yield is 0.890. (9) The reactants are [C:1]([O:5][C@@H:6]([C:12]1[C:13]([CH3:34])=[N:14][C:15]([CH3:33])=[C:16]([C:26]2[CH:31]=[CH:30][C:29]([OH:32])=[CH:28][CH:27]=2)[C:17]=1[N:18]1[CH2:23][CH2:22][C:21]([CH3:25])([CH3:24])[CH2:20][CH2:19]1)[C:7]([O:9]CC)=[O:8])([CH3:4])([CH3:3])[CH3:2].[S:35]1[C:39]([CH2:40]O)=[CH:38][N:37]=[CH:36]1.C1C=CC(P(C2C=CC=CC=2)C2C=CC=CC=2)=CC=1.CCOC(/N=N/C(OCC)=O)=O.[OH-].[Na+]. The catalyst is C1COCC1.CO. The product is [C:1]([O:5][C@@H:6]([C:12]1[C:13]([CH3:34])=[N:14][C:15]([CH3:33])=[C:16]([C:26]2[CH:27]=[CH:28][C:29]([O:32][CH2:40][C:39]3[S:35][CH:36]=[N:37][CH:38]=3)=[CH:30][CH:31]=2)[C:17]=1[N:18]1[CH2:19][CH2:20][C:21]([CH3:25])([CH3:24])[CH2:22][CH2:23]1)[C:7]([OH:9])=[O:8])([CH3:3])([CH3:2])[CH3:4]. The yield is 0.492.